This data is from Full USPTO retrosynthesis dataset with 1.9M reactions from patents (1976-2016). The task is: Predict the reactants needed to synthesize the given product. Given the product [C:1]([O:5][C:6](=[O:14])[NH:7][C:8]1[CH:9]=[CH:10][CH:11]=[CH:12][C:13]=1[C:20]1([OH:24])[CH2:23][CH2:22][CH2:21]1)([CH3:4])([CH3:2])[CH3:3], predict the reactants needed to synthesize it. The reactants are: [C:1]([O:5][C:6](=[O:14])[NH:7][C:8]1[CH:13]=[CH:12][CH:11]=[CH:10][CH:9]=1)([CH3:4])([CH3:3])[CH3:2].[Li]C(C)(C)C.[C:20]1(=[O:24])[CH2:23][CH2:22][CH2:21]1.